This data is from Catalyst prediction with 721,799 reactions and 888 catalyst types from USPTO. The task is: Predict which catalyst facilitates the given reaction. (1) Reactant: [F:1][C:2]1[CH:7]=[CH:6][C:5]([C:8]2[NH:12][C:11]3[CH:13]=[CH:14][C:15]([C@@H:17]4[O:22][CH2:21][CH2:20][N:19](C(OC(C)(C)C)=O)[CH2:18]4)=[CH:16][C:10]=3[N:9]=2)=[CH:4][CH:3]=1.[ClH:30].CCOCC. Product: [ClH:30].[F:1][C:2]1[CH:7]=[CH:6][C:5]([C:8]2[NH:12][C:11]3[CH:13]=[CH:14][C:15]([C@@H:17]4[O:22][CH2:21][CH2:20][NH:19][CH2:18]4)=[CH:16][C:10]=3[N:9]=2)=[CH:4][CH:3]=1. The catalyst class is: 12. (2) Reactant: C(OC([N:8]1[CH2:13][CH2:12][CH:11]([CH:14]([NH:17][S:18]([C:21]2[S:22][C:23]([Cl:26])=[CH:24][CH:25]=2)(=[O:20])=[O:19])[CH2:15][OH:16])[CH2:10][CH2:9]1)=O)(C)(C)C.FC(F)(F)C(O)=O. Product: [Cl:26][C:23]1[S:22][C:21]([S:18]([NH:17][C@@H:14]([CH:11]2[CH2:10][CH2:9][NH:8][CH2:13][CH2:12]2)[CH2:15][OH:16])(=[O:19])=[O:20])=[CH:25][CH:24]=1. The catalyst class is: 4. (3) Reactant: [CH2:1]([N:6]1[C:14]2[N:13]=[CH:12][NH:11][C:10]=2[C:9](=[O:15])[NH:8]/[C:7]/1=[N:16]\[NH2:17])[CH2:2][CH2:3][CH2:4][CH3:5].[C:18](=S)=[S:19]. Product: [CH2:1]([N:6]1[C:14]2[N:13]=[CH:12][NH:11][C:10]=2[C:9](=[O:15])[N:8]2[C:18](=[S:19])[NH:17][N:16]=[C:7]12)[CH2:2][CH2:3][CH2:4][CH3:5]. The catalyst class is: 17. (4) Reactant: [CH2:1]([CH:6]1[C:10](=[O:11])[CH2:9][CH2:8][CH:7]1[CH:12](C(OC)=O)[C:13]([O:15][CH3:16])=[O:14])[CH2:2][CH2:3][CH2:4][CH3:5].C(C1C(=O)CCC1CC(O)=O)CCCC. Product: [CH2:1]([CH:6]1[C:10](=[O:11])[CH2:9][CH2:8][CH:7]1[CH2:12][C:13]([O:15][CH3:16])=[O:14])[CH2:2][CH2:3][CH2:4][CH3:5]. The catalyst class is: 6. (5) Reactant: [C:1]([O:5][C:6]([N:8]1[CH2:13][CH2:12][N:11]([C:14]2[C:23]3[C:18](=[CH:19][C:20]([Cl:25])=[C:21]([Br:24])[CH:22]=3)[N:17]=[CH:16][N:15]=2)[CH2:10][CH:9]1[C:26]([OH:28])=O)=[O:7])([CH3:4])([CH3:3])[CH3:2].CC[N:31](CC)CC.ClC(OCC)=O.N.O. Product: [Br:24][C:21]1[CH:22]=[C:23]2[C:18](=[CH:19][C:20]=1[Cl:25])[N:17]=[CH:16][N:15]=[C:14]2[N:11]1[CH2:12][CH2:13][N:8]([C:6]([O:5][C:1]([CH3:2])([CH3:4])[CH3:3])=[O:7])[CH:9]([C:26](=[O:28])[NH2:31])[CH2:10]1. The catalyst class is: 118. (6) Reactant: [Br:1][C:2]1[CH:3]=[C:4]([Cl:11])[CH:5]=[C:6]2[C:10]=1[NH:9][N:8]=[CH:7]2.C([O-])([O-])=O.[K+].[K+].Br[CH2:19][CH2:20][O:21][CH3:22]. Product: [Br:1][C:2]1[CH:3]=[C:4]([Cl:11])[CH:5]=[C:6]2[C:10]=1[N:9]([CH2:19][CH2:20][O:21][CH3:22])[N:8]=[CH:7]2. The catalyst class is: 58. (7) Reactant: C([Cl:4])(=O)C.[NH2:5][C:6]1[NH:10][N:9]=[C:8]([NH:11][C:12]2[CH:17]=[C:16]([C:18]([F:21])([F:20])[F:19])[C:15]([C:22]3[CH:27]=[CH:26][C:25]([S:28]([NH:31][CH:32]4[CH2:37][CH2:36][N:35](C(OC(C)(C)C)=O)[CH2:34][CH2:33]4)(=[O:30])=[O:29])=[C:24]([O:45][CH3:46])[CH:23]=3)=[C:14]([Cl:47])[CH:13]=2)[N:7]=1. Product: [ClH:4].[NH2:5][C:6]1[NH:10][N:9]=[C:8]([NH:11][C:12]2[CH:17]=[C:16]([C:18]([F:20])([F:19])[F:21])[C:15]([C:22]3[CH:27]=[CH:26][C:25]([S:28]([NH:31][CH:32]4[CH2:33][CH2:34][NH:35][CH2:36][CH2:37]4)(=[O:29])=[O:30])=[C:24]([O:45][CH3:46])[CH:23]=3)=[C:14]([Cl:47])[CH:13]=2)[N:7]=1. The catalyst class is: 5. (8) Reactant: Cl[SiH:2]1[N:6]([C:7]([CH3:10])([CH3:9])[CH3:8])[CH:5]=[CH:4][N:3]1[C:11]([CH3:14])([CH3:13])[CH3:12].O1CC[CH2:17][CH2:16]1.C([Mg]Cl)=C. Product: [C:11]([N:3]1[CH:4]=[CH:5][N:6]([C:7]([CH3:10])([CH3:9])[CH3:8])[SiH:2]1[CH:16]=[CH2:17])([CH3:14])([CH3:13])[CH3:12]. The catalyst class is: 81. (9) Reactant: [Br:1][C:2]1[CH:3]=[C:4]([S:9]([NH:12][C:13]2[C:18]([O:19]C)=[CH:17][C:16]([Br:21])=[CH:15][N:14]=2)(=[O:11])=[O:10])[CH:5]=[N:6][C:7]=1[Cl:8].B(Br)(Br)Br.C(=O)(O)[O-].[Na+]. Product: [Br:1][C:2]1[CH:3]=[C:4]([S:9]([NH:12][C:13]2[C:18]([OH:19])=[CH:17][C:16]([Br:21])=[CH:15][N:14]=2)(=[O:10])=[O:11])[CH:5]=[N:6][C:7]=1[Cl:8]. The catalyst class is: 2. (10) Reactant: [CH:1]1([CH2:4][NH:5][C:6]2[N:11]=[CH:10][N:9]=[C:8]([C:12]3[CH:26]=[CH:25][C:15]([CH2:16][NH:17]C(OC(C)(C)C)=O)=[CH:14][CH:13]=3)[CH:7]=2)[CH2:3][CH2:2]1.FC(F)(F)C(O)=O. Product: [CH:1]1([CH2:4][NH:5][C:6]2[N:11]=[CH:10][N:9]=[C:8]([C:12]3[CH:13]=[CH:14][C:15]([CH2:16][NH2:17])=[CH:25][CH:26]=3)[CH:7]=2)[CH2:3][CH2:2]1. The catalyst class is: 2.